From a dataset of CYP3A4 inhibition data for predicting drug metabolism from PubChem BioAssay. Regression/Classification. Given a drug SMILES string, predict its absorption, distribution, metabolism, or excretion properties. Task type varies by dataset: regression for continuous measurements (e.g., permeability, clearance, half-life) or binary classification for categorical outcomes (e.g., BBB penetration, CYP inhibition). Dataset: cyp3a4_veith. (1) The molecule is COC(=O)[C@@]1(Cc2ccccc2)[C@H]2c3cc(C(=O)N4CCCC4)n(CC4CC4)c3C[C@H]2CN1C(=O)c1ccccc1. The result is 1 (inhibitor). (2) The compound is COc1ccc(-c2nc3cnc(N4CCN(C)CC4)nc3n(C)c2=O)cc1. The result is 0 (non-inhibitor). (3) The drug is S=c1nc(-c2nc(=S)[nH]c3c2CCCCCCCCCC3)c2c([nH]1)CCCCCCCCCC2. The result is 0 (non-inhibitor). (4) The drug is C=CCNc1cnn(-c2ccc(C)cc2)c(=O)c1Cl. The result is 1 (inhibitor).